This data is from Full USPTO retrosynthesis dataset with 1.9M reactions from patents (1976-2016). The task is: Predict the reactants needed to synthesize the given product. Given the product [CH3:34][O:35][C:36]1[CH:37]=[C:38]([NH:48][C:49]2[N:51]=[C:6]([CH:5]([C:19]3[CH:24]=[CH:23][CH:22]=[CH:21][CH:20]=3)[C:4]([O:3][CH2:1][CH3:2])=[O:25])[C:7]([C:12]3[CH:17]=[CH:16][CH:15]=[CH:14][CH:13]=3)=[CH:8][N:50]=2)[CH:39]=[CH:40][C:41]=1[N:42]1[CH:46]=[C:45]([CH3:47])[N:44]=[CH:43]1, predict the reactants needed to synthesize it. The reactants are: [CH2:1]([O:3][C:4](=[O:25])[CH:5]([C:19]1[CH:24]=[CH:23][CH:22]=[CH:21][CH:20]=1)[C:6](=O)[C:7]([C:12]1[CH:17]=[CH:16][CH:15]=[CH:14][CH:13]=1)=[CH:8]N(C)C)[CH3:2].[N+]([O-])(O)=O.[N+]([O-])(O)=O.[CH3:34][O:35][C:36]1[CH:37]=[C:38]([NH:48][C:49]([NH2:51])=[NH:50])[CH:39]=[CH:40][C:41]=1[N:42]1[CH:46]=[C:45]([CH3:47])[N:44]=[CH:43]1.